This data is from Catalyst prediction with 721,799 reactions and 888 catalyst types from USPTO. The task is: Predict which catalyst facilitates the given reaction. (1) Reactant: C(NC(C)C)(C)C.C([Li])CCC.[F:13][C:14]1([F:21])[CH2:19][CH2:18][C:17](=[O:20])[CH2:16][CH2:15]1.Cl[Si:23]([CH3:26])([CH3:25])[CH3:24].C(N(CC)CC)C.C(=O)([O-])O.[Na+]. Product: [F:13][C:14]1([F:21])[CH2:19][CH2:18][C:17]([O:20][Si:23]([CH3:26])([CH3:25])[CH3:24])=[CH:16][CH2:15]1. The catalyst class is: 1. (2) Reactant: Br[C:2]1[CH:3]=[C:4]([NH:10][C:11]2[N:12]=[CH:13][N:14]([CH3:16])[CH:15]=2)[C:5](=[O:9])[N:6]([CH3:8])[CH:7]=1.[C:17]([O:20][CH2:21][C:22]1[C:23]([N:37]2[N:46]=[CH:45][C:44]3[C:39](=[C:40]([F:51])[CH:41]=[C:42]([C:47]([CH3:50])([CH3:49])[CH3:48])[CH:43]=3)[C:38]2=[O:52])=[N:24][CH:25]=[CH:26][C:27]=1B1OC(C)(C)C(C)(C)O1)(=[O:19])[CH3:18].[O-]P([O-])([O-])=O.[K+].[K+].[K+].C([O-])(=O)C.[Na+]. Product: [C:17]([O:20][CH2:21][C:22]1[C:23]([N:37]2[N:46]=[CH:45][C:44]3[C:39](=[C:40]([F:51])[CH:41]=[C:42]([C:47]([CH3:49])([CH3:48])[CH3:50])[CH:43]=3)[C:38]2=[O:52])=[N:24][CH:25]=[CH:26][C:27]=1[C:2]1[CH:3]=[C:4]([NH:10][C:11]2[N:12]=[CH:13][N:14]([CH3:16])[CH:15]=2)[C:5](=[O:9])[N:6]([CH3:8])[CH:7]=1)(=[O:19])[CH3:18]. The catalyst class is: 379. (3) Reactant: [CH2:1]([C:4]1[CH:9]=[CH:8][CH:7]=[CH:6][CH:5]=1)[CH:2]=[CH2:3].C(O)/C=C\[CH2:13][OH:14]. Product: [C:4]1([CH2:1][CH:2]=[CH:3][CH2:13][OH:14])[CH:9]=[CH:8][CH:7]=[CH:6][CH:5]=1. The catalyst class is: 7.